Dataset: Forward reaction prediction with 1.9M reactions from USPTO patents (1976-2016). Task: Predict the product of the given reaction. (1) Given the reactants [CH3:1][N:2]([CH3:18])[C:3]1[NH:7][C:6]2[CH:8]=[C:9]([N+:15]([O-:17])=[O:16])[CH:10]=[C:11]([C:12]([OH:14])=O)[C:5]=2[N:4]=1.CN(C(ON1N=NC2C=CC=CC1=2)=[N+](C)C)C.F[P-](F)(F)(F)(F)F.C(N(CC)C(C)C)(C)C.[Cl:52][C:53]1[C:54]([CH3:60])=[C:55]([CH:57]=[CH:58][CH:59]=1)[NH2:56], predict the reaction product. The product is: [Cl:52][C:53]1[C:54]([CH3:60])=[C:55]([NH:56][C:12]([C:11]2[C:5]3[N:4]=[C:3]([N:2]([CH3:1])[CH3:18])[NH:7][C:6]=3[CH:8]=[C:9]([N+:15]([O-:17])=[O:16])[CH:10]=2)=[O:14])[CH:57]=[CH:58][CH:59]=1. (2) Given the reactants [C:1]([C:5]1[CH:38]=[CH:37][C:8]([CH2:9][N:10]2[C:18]3[C:13](=[CH:14][C:15]([C:19]4[CH:24]=[CH:23][C:22]([O:25][C:26]([F:29])([F:28])[F:27])=[CH:21][CH:20]=4)=[CH:16][CH:17]=3)[C:12]([C:30](=[O:36])[C:31]([O:33]CC)=[O:32])=[CH:11]2)=[CH:7][CH:6]=1)([CH3:4])([CH3:3])[CH3:2].[OH-].[K+].CCCCCC, predict the reaction product. The product is: [C:1]([C:5]1[CH:6]=[CH:7][C:8]([CH2:9][N:10]2[C:18]3[C:13](=[CH:14][C:15]([C:19]4[CH:24]=[CH:23][C:22]([O:25][C:26]([F:27])([F:28])[F:29])=[CH:21][CH:20]=4)=[CH:16][CH:17]=3)[C:12]([C:30](=[O:36])[C:31]([OH:33])=[O:32])=[CH:11]2)=[CH:37][CH:38]=1)([CH3:4])([CH3:2])[CH3:3]. (3) Given the reactants [F:1][C:2]1[CH:3]=[C:4]2[C:9](=[C:10]([F:12])[CH:11]=1)[CH2:8][CH:7]([NH:13][CH:14]([CH2:18][CH2:19][CH3:20])[C:15]([OH:17])=O)[CH2:6][CH2:5]2.[CH3:21][N:22]([CH3:33])[CH2:23][C:24]([N:27]1[CH:31]=[C:30]([NH2:32])[N:29]=[CH:28]1)([CH3:26])[CH3:25], predict the reaction product. The product is: [CH3:33][N:22]([CH3:21])[CH2:23][C:24]([N:27]1[CH:31]=[C:30]([NH:32][C:15](=[O:17])[CH:14]([NH:13][CH:7]2[CH2:6][CH2:5][C:4]3[C:9](=[C:10]([F:12])[CH:11]=[C:2]([F:1])[CH:3]=3)[CH2:8]2)[CH2:18][CH2:19][CH3:20])[N:29]=[CH:28]1)([CH3:26])[CH3:25]. (4) Given the reactants [CH3:1][S:2][C:3]1[S:7][C:6]2=[N:8][C:9]([C:11]3[O:12][C:13]4[C:14](=[C:16]([OH:20])[CH:17]=[CH:18][CH:19]=4)[CH:15]=3)=[CH:10][N:5]2[N:4]=1.Cl.Cl[CH2:23][C:24]1[CH:25]=[N:26][CH:27]=[CH:28][CH:29]=1.[H-].[Na+], predict the reaction product. The product is: [CH3:1][S:2][C:3]1[S:7][C:6]2=[N:8][C:9]([C:11]3[O:12][C:13]4[CH:19]=[CH:18][CH:17]=[C:16]([O:20][CH2:23][C:24]5[CH:25]=[N:26][CH:27]=[CH:28][CH:29]=5)[C:14]=4[CH:15]=3)=[CH:10][N:5]2[N:4]=1. (5) Given the reactants [C:1]([C:3]1[CH:8]=[CH:7][C:6]([S:9]([NH:12][C:13]2[S:14][CH:15]=[CH:16][N:17]=2)(=[O:11])=[O:10])=[CH:5][CH:4]=1)#[N:2].C(=O)([O-])[O-].[K+].[K+].Cl[CH2:25][O:26][CH3:27], predict the reaction product. The product is: [C:1]([C:3]1[CH:8]=[CH:7][C:6]([S:9]([N:12]([CH2:25][O:26][CH3:27])[C:13]2[S:14][CH:15]=[CH:16][N:17]=2)(=[O:11])=[O:10])=[CH:5][CH:4]=1)#[N:2].